Task: Predict the reactants needed to synthesize the given product.. Dataset: Full USPTO retrosynthesis dataset with 1.9M reactions from patents (1976-2016) (1) Given the product [CH3:12][O:13][N:14]=[CH:15][CH2:16][CH2:17][CH2:18][N:19]1[C:31]2[C:30]3[N:29]=[CH:28][CH:27]=[CH:26][C:25]=3[N:24]=[C:23]([NH2:36])[C:22]=2[N:21]=[C:20]1[CH2:32][CH2:33][CH3:34], predict the reactants needed to synthesize it. The reactants are: ClC1C=C(C=CC=1)C(OO)=O.[CH3:12][O:13][N:14]=[CH:15][CH2:16][CH2:17][CH2:18][N:19]1[C:31]2[C:30]3[N:29]=[CH:28][CH:27]=[CH:26][C:25]=3[N:24]=[CH:23][C:22]=2[N:21]=[C:20]1[CH2:32][CH2:33][CH3:34].[OH-].[NH4+:36].C1(C)C=CC(S(Cl)(=O)=O)=CC=1. (2) Given the product [Cl:6][C:7]1[CH:12]=[C:11]([S:2]([Cl:1])(=[O:5])=[O:3])[CH:10]=[C:9]([CH3:16])[C:8]=1[OH:14], predict the reactants needed to synthesize it. The reactants are: [Cl:1][S:2]([OH:5])(=O)=[O:3].[Cl:6][C:7]1[CH:12]=[CH:11][C:10](C)=[CH:9][C:8]=1[OH:14].Cl[CH2:16]Cl. (3) The reactants are: [OH:1][C:2]1[CH:7]=[CH:6][C:5]([C:8]2[N:13]=[CH:12][C:11]([C:14]#[N:15])=[CH:10][N:9]=2)=[CH:4][CH:3]=1.[CH2:16]([O:18][C:19]([C:21]1([CH2:36]I)[CH2:25][CH2:24][N:23]([C:26](=[O:35])[C:27]2[CH:32]=[CH:31][CH:30]=[CH:29][C:28]=2[O:33][CH3:34])[CH2:22]1)=[O:20])[CH3:17]. Given the product [CH2:16]([O:18][C:19]([C:21]1([CH2:36][O:1][C:2]2[CH:3]=[CH:4][C:5]([C:8]3[N:9]=[CH:10][C:11]([C:14]#[N:15])=[CH:12][N:13]=3)=[CH:6][CH:7]=2)[CH2:25][CH2:24][N:23]([C:26](=[O:35])[C:27]2[CH:32]=[CH:31][CH:30]=[CH:29][C:28]=2[O:33][CH3:34])[CH2:22]1)=[O:20])[CH3:17], predict the reactants needed to synthesize it. (4) Given the product [Cl:35][C:29]1[CH:30]=[CH:31][CH:32]=[C:33]([Cl:34])[C:28]=1[N:21]1[C:20]([CH2:19][O:18][C:15]2[CH:16]=[CH:17][C:12]([NH:11][CH2:10][C:6]3[CH:5]=[C:4]([CH:9]=[CH:8][CH:7]=3)[C:3]([OH:44])=[O:2])=[C:13]([CH3:36])[CH:14]=2)=[C:24]([CH:25]([CH3:27])[CH3:26])[CH:23]=[N:22]1, predict the reactants needed to synthesize it. The reactants are: C[O:2][C:3](=[O:44])[C:4]1[CH:9]=[CH:8][CH:7]=[C:6]([CH2:10][N:11](C(OC(C)(C)C)=O)[C:12]2[CH:17]=[CH:16][C:15]([O:18][CH2:19][C:20]3[N:21]([C:28]4[C:33]([Cl:34])=[CH:32][CH:31]=[CH:30][C:29]=4[Cl:35])[N:22]=[CH:23][C:24]=3[CH:25]([CH3:27])[CH3:26])=[CH:14][C:13]=2[CH3:36])[CH:5]=1.Cl.